Dataset: Forward reaction prediction with 1.9M reactions from USPTO patents (1976-2016). Task: Predict the product of the given reaction. (1) Given the reactants C(OC([N:8]1[CH2:13][CH:12]=[C:11]([C:14]2[N:18]3[C:19]4[C:24]([N:25]=[C:26]([NH:27][CH2:28][CH2:29][CH2:30][OH:31])[C:17]3=[N:16][CH:15]=2)=[CH:23][C:22]([C:32]([F:35])([F:34])[F:33])=[CH:21][CH:20]=4)[CH2:10][CH2:9]1)=O)(C)(C)C.FC(F)(F)C(O)=O, predict the reaction product. The product is: [NH:8]1[CH2:9][CH:10]=[C:11]([C:14]2[N:18]3[C:19]4[C:24]([N:25]=[C:26]([NH:27][CH2:28][CH2:29][CH2:30][OH:31])[C:17]3=[N:16][CH:15]=2)=[CH:23][C:22]([C:32]([F:34])([F:33])[F:35])=[CH:21][CH:20]=4)[CH2:12][CH2:13]1. (2) Given the reactants OCC[N:4]1[C:12]2[C:7](=[CH:8][CH:9]=[CH:10][CH:11]=2)[CH2:6][C:5]1=[O:13].[CH:14]([C:16]1[NH:20][C:19]2[CH2:21][CH2:22][CH2:23][CH2:24][CH2:25][C:18]=2[C:17]=1[CH2:26][CH2:27][C:28]([OH:30])=[O:29])=O.N1CCCCC1.[CH2:37]([OH:39])[CH3:38], predict the reaction product. The product is: [OH:39][CH2:37][CH2:38][C:8]1[CH:9]=[CH:10][CH:11]=[C:12]2[C:7]=1/[C:6](=[CH:14]/[C:16]1[NH:20][C:19]3[CH2:21][CH2:22][CH2:23][CH2:24][CH2:25][C:18]=3[C:17]=1[CH2:26][CH2:27][C:28]([OH:30])=[O:29])/[C:5](=[O:13])[NH:4]2. (3) Given the reactants [C:1](#N)[C:2]1C=CC=CC=1SSC1C=CC=CC=1C#N.[ClH:19].[CH:20]1([S:23]([C:26]2[CH:31]=[CH:30][CH:29]=[CH:28][C:27]=2[CH2:32][NH2:33])(=[O:25])=[O:24])[CH2:22][CH2:21]1, predict the reaction product. The product is: [ClH:19].[CH:20]1([S:23]([C:26]2[CH:31]=[CH:30][CH:29]=[CH:28][C:27]=2[CH2:32][NH2:33])(=[O:24])=[O:25])[CH2:22][CH2:21][CH2:2][CH2:1]1. (4) Given the reactants [Cl:1][C:2]1[CH:7]=[CH:6][C:5](I)=[CH:4][N:3]=1.[Si:9]([O:16][CH2:17][CH2:18][CH:19]1[CH2:24][CH2:23][NH:22][CH2:21][CH2:20]1)([C:12]([CH3:15])([CH3:14])[CH3:13])([CH3:11])[CH3:10].C1(P(C2C=CC=CC=2)C2C3OC4C(=CC=CC=4P(C4C=CC=CC=4)C4C=CC=CC=4)C(C)(C)C=3C=CC=2)C=CC=CC=1.CC(C)([O-])C.[Na+], predict the reaction product. The product is: [Si:9]([O:16][CH2:17][CH2:18][CH:19]1[CH2:20][CH2:21][N:22]([C:5]2[CH:6]=[CH:7][C:2]([Cl:1])=[N:3][CH:4]=2)[CH2:23][CH2:24]1)([C:12]([CH3:14])([CH3:15])[CH3:13])([CH3:11])[CH3:10].